Dataset: Reaction yield outcomes from USPTO patents with 853,638 reactions. Task: Predict the reaction yield, written as a fraction of the theoretical maximum amount of product (1.0 means a 100% yield; for example, 0.34 means a 34% yield). (1) The reactants are [CH3:1][C:2]([S@:5]([N:7]=[CH:8][C:9]1[CH:14]=[CH:13][C:12]([O:15][CH2:16][C:17]([F:20])([F:19])[F:18])=[CH:11][N:10]=1)=[O:6])([CH3:4])[CH3:3].[CH2:21]([Mg]Cl)[CH:22]=[CH2:23]. The catalyst is C1COCC1. The product is [CH3:4][C:2]([S:5]([NH:7][C@@H:8]([C:9]1[CH:14]=[CH:13][C:12]([O:15][CH2:16][C:17]([F:20])([F:18])[F:19])=[CH:11][N:10]=1)[CH2:23][CH:22]=[CH2:21])=[O:6])([CH3:1])[CH3:3]. The yield is 0.670. (2) The reactants are [N+:1]([C:4]1[CH:5]=[C:6]2[C:10](=[CH:11][CH:12]=1)[NH:9][N:8]=[CH:7]2)([O-:3])=[O:2].C(N(CC)CC)C.[C:20](Cl)(=[O:25])[C:21]([CH3:24])([CH3:23])[CH3:22]. The catalyst is O1CCCC1. The product is [CH3:22][C:21]([CH3:24])([CH3:23])[C:20]([N:9]1[C:10]2[C:6](=[CH:5][C:4]([N+:1]([O-:3])=[O:2])=[CH:12][CH:11]=2)[CH:7]=[N:8]1)=[O:25]. The yield is 0.790. (3) The reactants are [Br:1][C:2]1[CH:12]=[CH:11][C:5]2[O:6][CH2:7][C:8](=O)[NH:9][C:4]=2[CH:3]=1. The catalyst is O1CCCC1.C(OCC)(=O)C. The product is [Br:1][C:2]1[CH:12]=[CH:11][C:5]2[O:6][CH2:7][CH2:8][NH:9][C:4]=2[CH:3]=1. The yield is 0.930. (4) The reactants are [C:1]([C:5]1[CH:6]=[C:7]([NH:30][S:31]([CH3:34])(=[O:33])=[O:32])[C:8]([O:28][CH3:29])=[C:9]([NH:11][C:12](=[O:27])[NH:13][C:14]2[C:23]3[C:18](=[CH:19][CH:20]=[CH:21][CH:22]=3)[C:17]([C:24](O)=[O:25])=[CH:16][CH:15]=2)[CH:10]=1)([CH3:4])([CH3:3])[CH3:2].CN(C(ON1N=NC2C=CC=CC1=2)=[N+](C)C)C.[B-](F)(F)(F)F.C(N(CC)CC)C.[CH3:64][O:65][C:66](=[O:74])[CH2:67][CH:68]1[O:73][CH2:72][CH2:71][NH:70][CH2:69]1. The catalyst is CN(C=O)C. The product is [CH3:64][O:65][C:66](=[O:74])[CH2:67][CH:68]1[O:73][CH2:72][CH2:71][N:70]([C:24]([C:17]2[C:18]3[C:23](=[CH:22][CH:21]=[CH:20][CH:19]=3)[C:14]([NH:13][C:12]([NH:11][C:9]3[CH:10]=[C:5]([C:1]([CH3:4])([CH3:3])[CH3:2])[CH:6]=[C:7]([NH:30][S:31]([CH3:34])(=[O:33])=[O:32])[C:8]=3[O:28][CH3:29])=[O:27])=[CH:15][CH:16]=2)=[O:25])[CH2:69]1. The yield is 0.720. (5) The reactants are Br[C:2]1[CH:23]=[CH:22][C:5]([C:6]([NH:8][S:9]([C:12]2[CH:17]=[CH:16][CH:15]=[CH:14][C:13]=2[S:18](=[O:21])(=[O:20])[NH2:19])(=[O:11])=[O:10])=[O:7])=[CH:4][N:3]=1.[O:24]1[C:28]2[CH:29]=[CH:30][CH:31]=[CH:32][C:27]=2[CH:26]=[C:25]1B(O)O. No catalyst specified. The product is [O:24]1[C:28]2[CH:29]=[CH:30][CH:31]=[CH:32][C:27]=2[CH:26]=[C:25]1[C:2]1[CH:23]=[CH:22][C:5]([C:6]([NH:8][S:9]([C:12]2[CH:17]=[CH:16][CH:15]=[CH:14][C:13]=2[S:18](=[O:21])(=[O:20])[NH2:19])(=[O:11])=[O:10])=[O:7])=[CH:4][N:3]=1. The yield is 0.250. (6) The yield is 0.414. The reactants are [CH2:1]([N:5]([CH2:20][CH:21]([CH3:23])[CH3:22])[C:6]1[CH:11]=[CH:10][C:9]([C:12]2([C:15]#N)[CH2:14][CH2:13]2)=[CH:8][C:7]=1[N+:17]([O-:19])=[O:18])[CH:2]([CH3:4])[CH3:3].[OH-:24].[Na+].CC[OH:28]. The catalyst is O. The product is [CH2:1]([N:5]([CH2:20][CH:21]([CH3:23])[CH3:22])[C:6]1[CH:11]=[CH:10][C:9]([C:12]2([C:15]([OH:28])=[O:24])[CH2:14][CH2:13]2)=[CH:8][C:7]=1[N+:17]([O-:19])=[O:18])[CH:2]([CH3:4])[CH3:3]. (7) The reactants are [Br:1][C:2]1[CH:3]=[C:4]([CH:7]=[C:8](F)[CH:9]=1)[C:5]#[N:6].[OH:11][CH2:12][CH:13]1[CH2:15][CH2:14]1.C[Si]([N-][Si](C)(C)C)(C)C.[Na+]. No catalyst specified. The product is [Br:1][C:2]1[CH:3]=[C:4]([CH:7]=[C:8]([O:11][CH2:12][CH:13]2[CH2:15][CH2:14]2)[CH:9]=1)[C:5]#[N:6]. The yield is 0.840. (8) The reactants are [CH3:1][O:2][C:3]1[CH:4]=[C:5]([CH2:11][C:12]([O:14]C)=O)[CH:6]=[C:7]([O:9][CH3:10])[CH:8]=1.[NH2:16][C:17]1[C:22]([CH:23]=O)=[CH:21][N:20]=[C:19]([S:25][CH3:26])[N:18]=1.C([O-])([O-])=O.[K+].[K+].O. The catalyst is CN1C(=O)CCC1. The product is [CH3:10][O:9][C:7]1[CH:6]=[C:5]([C:11]2[C:12](=[O:14])[NH:16][C:17]3[N:18]=[C:19]([S:25][CH3:26])[N:20]=[CH:21][C:22]=3[CH:23]=2)[CH:4]=[C:3]([O:2][CH3:1])[CH:8]=1. The yield is 0.990. (9) The reactants are [CH3:1][C:2]1[CH:3]=[CH:4][C:5](S(O)(=O)=O)=[CH:6][CH:7]=1.[C:12]1(=[O:18])CC[CH2:15][CH2:14][CH2:13]1.CC(CCO)=C. The catalyst is C1(C)C=CC=CC=1. The product is [CH3:15][C:14]1[CH2:1][C:2]2([CH2:3][CH2:4][CH2:5][CH2:6][CH2:7]2)[O:18][CH2:12][CH:13]=1. The yield is 0.800. (10) The reactants are C[O:2][C:3]([C:5]1[CH:19]=[CH:18][C:8]2[CH:9]=[C:10]([C:12]3[CH:17]=[CH:16][CH:15]=[CH:14][CH:13]=3)[O:11][C:7]=2[CH:6]=1)=[O:4].O[Li].O. The catalyst is C(O)C. The product is [C:12]1([C:10]2[O:11][C:7]3[CH:6]=[C:5]([C:3]([OH:4])=[O:2])[CH:19]=[CH:18][C:8]=3[CH:9]=2)[CH:13]=[CH:14][CH:15]=[CH:16][CH:17]=1. The yield is 0.520.